From a dataset of CYP3A4 inhibition data for predicting drug metabolism from PubChem BioAssay. Regression/Classification. Given a drug SMILES string, predict its absorption, distribution, metabolism, or excretion properties. Task type varies by dataset: regression for continuous measurements (e.g., permeability, clearance, half-life) or binary classification for categorical outcomes (e.g., BBB penetration, CYP inhibition). Dataset: cyp3a4_veith. The compound is COC(=O)/C=C\CCc1coc(/C=C\CNC(=O)OC)n1. The result is 0 (non-inhibitor).